This data is from TCR-epitope binding with 47,182 pairs between 192 epitopes and 23,139 TCRs. The task is: Binary Classification. Given a T-cell receptor sequence (or CDR3 region) and an epitope sequence, predict whether binding occurs between them. (1) The epitope is CTELKLSDY. The TCR CDR3 sequence is CASTLGPGSYEQYF. Result: 0 (the TCR does not bind to the epitope). (2) The epitope is NLWNTFTRL. The TCR CDR3 sequence is CASSVRRNNEKLFF. Result: 0 (the TCR does not bind to the epitope). (3) The epitope is TLIGDCATV. The TCR CDR3 sequence is CASTSRTDTQYF. Result: 1 (the TCR binds to the epitope). (4) The epitope is KRWIILGLNK. The TCR CDR3 sequence is CSASNPLLGQGAGYGYTF. Result: 1 (the TCR binds to the epitope). (5) The TCR CDR3 sequence is CASSPGPRVVETQYF. The epitope is IPSINVHHY. Result: 0 (the TCR does not bind to the epitope).